The task is: Predict the product of the given reaction.. This data is from Forward reaction prediction with 1.9M reactions from USPTO patents (1976-2016). (1) Given the reactants FC(F)(F)C(O)=O.[NH2:8][C@H:9]([C:11]([NH:13][C@H:14]([C:16]([OH:18])=[O:17])[CH3:15])=[O:12])[CH3:10].C(N(CC)CC)C.[OH:26][C:27]1[C:28]([C:33](OC)=[O:34])=[N:29][CH:30]=[CH:31][N:32]=1, predict the reaction product. The product is: [O:26]=[C:27]1[NH:32][CH:31]=[CH:30][N:29]=[C:28]1[C:33]([NH:8][C@@H:9]([CH3:10])[C:11]([NH:13][C@@H:14]([CH3:15])[C:16]([OH:18])=[O:17])=[O:12])=[O:34]. (2) Given the reactants [CH2:1]([NH:3][C:4]([NH:6][C:7]1[CH:12]=[CH:11][C:10]([C:13]2[N:14]=[C:15]([N:23]3[CH2:28][CH2:27][O:26][CH2:25][CH2:24]3)[C:16]3[CH2:22][CH2:21][NH:20][CH2:19][C:17]=3[N:18]=2)=[CH:9][CH:8]=1)=[O:5])[CH3:2].[Cl:29][C:30]1[CH:35]=[N:34][CH:33]=[C:32](Cl)[N:31]=1.CN(C)C=O.C(N(CC)C(C)C)(C)C, predict the reaction product. The product is: [Cl:29][C:30]1[N:31]=[C:32]([N:20]2[CH2:21][CH2:22][C:16]3[C:15]([N:23]4[CH2:24][CH2:25][O:26][CH2:27][CH2:28]4)=[N:14][C:13]([C:10]4[CH:9]=[CH:8][C:7]([NH:6][C:4]([NH:3][CH2:1][CH3:2])=[O:5])=[CH:12][CH:11]=4)=[N:18][C:17]=3[CH2:19]2)[CH:33]=[N:34][CH:35]=1. (3) Given the reactants CN(C(ON1N=NC2C=CC=NC1=2)=[N+](C)C)C.F[P-](F)(F)(F)(F)F.[C:25]([O:29][C:30]([CH3:33])([CH3:32])[CH3:31])(=[O:28])[NH:26][NH2:27].CCN(C(C)C)C(C)C.[CH3:43][C:44]([CH3:74])([CH3:73])[CH:45]([C:52]1[CH:60]=[C:59]([O:61][CH2:62][C:63]2[CH:72]=[CH:71][C:70]3[C:65](=[CH:66][CH:67]=[CH:68][CH:69]=3)[N:64]=2)[CH:58]=[CH:57][C:53]=1[C:54](O)=[O:55])[C:46]1[CH:51]=[CH:50][CH:49]=[CH:48][CH:47]=1, predict the reaction product. The product is: [C:30]([O:29][C:25]([NH:26][NH:27][C:54](=[O:55])[C:53]1[CH:57]=[CH:58][C:59]([O:61][CH2:62][C:63]2[CH:72]=[CH:71][C:70]3[C:65](=[CH:66][CH:67]=[CH:68][CH:69]=3)[N:64]=2)=[CH:60][C:52]=1[CH:45]([C:46]1[CH:47]=[CH:48][CH:49]=[CH:50][CH:51]=1)[C:44]([CH3:74])([CH3:73])[CH3:43])=[O:28])([CH3:33])([CH3:32])[CH3:31]. (4) Given the reactants [OH:1][C:2]1[CH:3]=[C:4]([CH:8]=[C:9]([C:11]([F:14])([F:13])[F:12])[CH:10]=1)[C:5]([OH:7])=O.C1CN([P+](ON2N=NC3C=CC=CC2=3)(N2CCCC2)N2CCCC2)CC1.F[P-](F)(F)(F)(F)F.CCN(C(C)C)C(C)C.O[NH:58][C:59]([C:61]1[CH:69]=[CH:68][C:67]2[NH:66][C:65]3[CH:70]([CH2:73][C:74]([O:76][CH2:77][CH3:78])=[O:75])[CH2:71][CH2:72][C:64]=3[C:63]=2[CH:62]=1)=[NH:60], predict the reaction product. The product is: [OH:1][C:2]1[CH:3]=[C:4]([C:5]2[O:7][N:60]=[C:59]([C:61]3[CH:69]=[CH:68][C:67]4[NH:66][C:65]5[CH:70]([CH2:73][C:74]([O:76][CH2:77][CH3:78])=[O:75])[CH2:71][CH2:72][C:64]=5[C:63]=4[CH:62]=3)[N:58]=2)[CH:8]=[C:9]([C:11]([F:14])([F:13])[F:12])[CH:10]=1.